The task is: Predict the reaction yield, written as a fraction of the theoretical maximum amount of product (1.0 means a 100% yield; for example, 0.34 means a 34% yield).. This data is from Reaction yield outcomes from USPTO patents with 853,638 reactions. (1) The reactants are C[O:2][C:3](=O)[C:4]1[CH:9]=[CH:8][C:7]([O:10][CH3:11])=[N:6][CH:5]=1.[H-].COCCO[Al+]OCCOC.[Na+].[H-].[OH-].[Na+]. The catalyst is COC(C)(C)C. The product is [CH3:11][O:10][C:7]1[N:6]=[CH:5][C:4]([CH2:3][OH:2])=[CH:9][CH:8]=1. The yield is 1.00. (2) The reactants are [CH3:1][C:2]1[CH:7]=[C:6]([CH3:8])[N:5]2[N:9]=[C:10]([SH:12])[N:11]=[C:4]2[N:3]=1.[Cl:13][C:14]1[CH:23]=[CH:22][C:17]([O:18][CH2:19][CH2:20]Br)=[CH:16][C:15]=1[F:24]. No catalyst specified. The product is [Cl:13][C:14]1[CH:23]=[CH:22][C:17]([O:18][CH2:19][CH2:20][S:12][C:10]2[N:11]=[C:4]3[N:3]=[C:2]([CH3:1])[CH:7]=[C:6]([CH3:8])[N:5]3[N:9]=2)=[CH:16][C:15]=1[F:24]. The yield is 0.750. (3) The reactants are [CH2:1]([C:3]1[C:11]([CH3:12])=[C:10]2[C:6]([C:7](=[O:13])[O:8][CH2:9]2)=[C:5]([O:14][CH2:15][CH2:16][Si:17]([CH3:20])([CH3:19])[CH3:18])[C:4]=1[CH2:21][CH:22]=[C:23]([CH3:26])[CH:24]=[O:25])[CH3:2].[BH4-].[Li+]. The catalyst is CO.CO.O.C1COCC1. The product is [CH2:1]([C:3]1[C:11]([CH3:12])=[C:10]2[C:6](=[C:5]([O:14][CH2:15][CH2:16][Si:17]([CH3:18])([CH3:19])[CH3:20])[C:4]=1[CH2:21][CH:22]=[C:23]([CH3:26])[CH2:24][OH:25])[C:7](=[O:13])[O:8][CH2:9]2)[CH3:2]. The yield is 0.730. (4) The reactants are [Cl-].O[NH3+:3].[C:4](=[O:7])([O-])[OH:5].[Na+].CS(C)=O.[CH3:13][C:14]1[N:15]([C:39]2[CH:44]=[CH:43][C:42]([O:45][CH2:46][CH2:47][CH3:48])=[CH:41][CH:40]=2)[C:16](=[O:38])[C:17]([CH2:23][C:24]2[CH:29]=[CH:28][C:27]([C:30]3[C:31]([C:36]#[N:37])=[CH:32][CH:33]=[CH:34][CH:35]=3)=[CH:26][CH:25]=2)=[C:18]([CH2:20][CH2:21][CH3:22])[N:19]=1. The catalyst is O.C(OCC)(=O)C. The product is [CH3:13][C:14]1[N:15]([C:39]2[CH:44]=[CH:43][C:42]([O:45][CH2:46][CH2:47][CH3:48])=[CH:41][CH:40]=2)[C:16](=[O:38])[C:17]([CH2:23][C:24]2[CH:25]=[CH:26][C:27]([C:30]3[CH:35]=[CH:34][CH:33]=[CH:32][C:31]=3[C:36]3[NH:3][C:4](=[O:7])[O:5][N:37]=3)=[CH:28][CH:29]=2)=[C:18]([CH2:20][CH2:21][CH3:22])[N:19]=1. The yield is 0.710. (5) The reactants are [CH:1](=O)[C:2]1[CH:7]=[CH:6][CH:5]=[CH:4][CH:3]=1.[BH-](OC(C)=O)(OC(C)=O)OC(C)=O.[Na+].[CH3:23][O:24][C:25]([C:27]1[NH:31][C:30]2[CH:32]=[CH:33][C:34]([NH2:36])=[CH:35][C:29]=2[N:28]=1)=[O:26]. The catalyst is ClCCCl. The product is [CH3:23][O:24][C:25]([C:27]1[NH:28][C:29]2[CH:35]=[C:34]([NH:36][CH2:1][C:2]3[CH:7]=[CH:6][CH:5]=[CH:4][CH:3]=3)[CH:33]=[CH:32][C:30]=2[N:31]=1)=[O:26]. The yield is 0.910.